This data is from Experimentally validated miRNA-target interactions with 360,000+ pairs, plus equal number of negative samples. The task is: Binary Classification. Given a miRNA mature sequence and a target amino acid sequence, predict their likelihood of interaction. (1) Result: 0 (no interaction). The protein sequence of the target gene is MAAGSTTLHAVEKLQVRLATKTEPKKLEKYLQKLSALPMTADILAETGIRKTVKRLRKHQHVGDFARDLAARWKKLVLVDRNTRPGPQDPEESASRQRFGEALQDQEKAWGFPENATAPRSPSHSPEHRRTARRTPPGQQRPHPRSHSREPRAERKCPRIAPADSGRYRASPTRTAPLRMPEGPEPAAPGKQPGRGHTHAAQGGPLLCPGCQGQPQGKAVVSHSKGHKSSRQEKRPLCAQGDWHSPTLIREKSCGACLREETPRMPSWASARDRQPSDFKTDKEGGQAGSGQRVPALEEA.... The miRNA is rno-miR-150-5p with sequence UCUCCCAACCCUUGUACCAGUG. (2) The miRNA is hsa-miR-8083 with sequence CAGGACUUGACGGCUGCAACU. The protein sequence of the target gene is MDSVAFEDVSVSFSQEEWALLAPSQKKLYRDVMQETFKNLASIGEKWEDPNVEDQHKNQGRNLRSHTGERLCEGKEGSQCAENFSPNLSVTKKTAGVKPYECTICGKAFMRLSSLTRHMRSHTGYELFEKPYKCKECEKAFSYLKSFQRHERSHTGEKPYKCKQCGKTFIYHQPFQRHERTHIGEKPYECKQCGKALSCSSSLRVHERIHTGEKPYECKQCGKAFSCSSSIRVHERTHTGEKPYACKECGKAFISHTSVLTHMITHNGDRPYKCKECGKAFIFPSFLRVHERIHTGEKPY.... Result: 0 (no interaction). (3) The miRNA is mmu-miR-3101-5p with sequence GGUACCAUUGACUAAAGCUAG. The protein sequence of the target gene is MKEGMSNNSTTSISQARKAVEQLKMEACMDRVKVSQAASDLLAYCEAHVREDPLIIPVPASENPFREKKFFCTIL. Result: 0 (no interaction). (4) The miRNA is cel-miR-242 with sequence UUGCGUAGGCCUUUGCUUCGA. The protein sequence of the target gene is MAPDPSRRLCLLLLLLLSCRLVPASADGNSLSPLNPLVWLWPPKTSDSLEGPVSKPQNSSPVQSTENPTTHVVPQDGLTEQQTTPASSELPPEEEEEEDQKAGQGGSPATPAVPIPLVAPAASPDMKEENVAGVGAKILNVAQGIRSFVQLWDEDSTIGHSAGTEVPDSSIPTVLPSPAELSSAPQGSKTTLWLSSAIPSSPDAQTTEAGTLAVPTQLPPFQSNLQAPLGRPSAPPDFPGRAFLSSSTDQGSSWGNQEPPRQPQHLEGKGFLPMTARSSQQHRHSDVHSDIHGHVPLLPL.... Result: 0 (no interaction). (5) The miRNA is hsa-miR-484 with sequence UCAGGCUCAGUCCCCUCCCGAU. The protein sequence of the target gene is MATQAKRPRVAGPVDGGDLDPVACFLSWCRRVGLELSPKVSERAGGRRTRGGARAALTSPPAQVAVSRQGTVAGYGMVARESVQAGELLFVVPRAALLSQHTCSIGGLLERERVALQSQSGWVPLLLALLHELQAPASRWRPYFALWPELGRLEHPMFWPEEERRCLLQGTGVPEAVEKDLANIRSEYQSIVLPFMEAHPDLFSLRVRSLELYHQLVALVMAYSFQEPLEEEEDEKEPNSPVMVPAADILNHLANHNANLEYSANCLRMVATQPIPKGHEIFNTYGQMANWQLIHMYGFV.... Result: 1 (interaction). (6) Result: 0 (no interaction). The miRNA is hsa-miR-1469 with sequence CUCGGCGCGGGGCGCGGGCUCC. The protein sequence of the target gene is MSWLFGINKGPKGEGAGPPPPLPPAQPGAEGGGDRGLGDRPAPKDKWSNFDPTGLERAAKAARELEHSRYAKDALNLAQMQEQTLQLEQQSKLKMRLEALSLLHTLVWAWSLCRAGAVQTQERLSGSASPEQVPAGECCALQEYEAAVEQLKSEQIRAQAEERRKTLSEETRQHQARAQYQDKLARQRYEDQLKQQQLLNEENLRKQEESVQKQEAMRRATVEREMELRHKNEMLRVEAEARARAKAERENADIIREQIRLKAAEHRQTVLESIRTAGTLFGEGFRAFVTDWDKVTATVA.... (7) The miRNA is hsa-miR-4446-3p with sequence CAGGGCUGGCAGUGACAUGGGU. The protein sequence of the target gene is MGSCVSRDLFTSAHKNCPMPQGADPLNPDLPSGRTPTVAPDCVIGKDKQMDFCWDPWQRCFQTTNGYLSDSRSRPGNYNVAALATSSLVGVVQSIKDHITKPTAMARGRVAHLIEWKGWSAQPAGWELSPAEDEHYCCLPDELREARFAAGVAEQFAITEATLSAWSSLDEEELHPENSPQGIVQLQDLESIYLQDSLPSGPSQDDSLQAFSSPSPSPDSCPSPEEPPSTAGIPQPPSPELQHRRRLPGAQGPEGGTHPPGSLPSMDSGSLWEEDEVFYN. Result: 0 (no interaction).